This data is from Reaction yield outcomes from USPTO patents with 853,638 reactions. The task is: Predict the reaction yield, written as a fraction of the theoretical maximum amount of product (1.0 means a 100% yield; for example, 0.34 means a 34% yield). (1) The reactants are [Li+].[BH4-].CO.[H][H].C([O:9][C:10](=O)[C:11]([CH3:19])([CH3:18])[CH2:12][CH2:13][CH2:14][CH2:15][CH2:16][Br:17])C.Cl.[Cl-].[NH4+]. The catalyst is ClCCl. The product is [Br:17][CH2:16][CH2:15][CH2:14][CH2:13][CH2:12][C:11]([CH3:19])([CH3:18])[CH2:10][OH:9]. The yield is 0.880. (2) The reactants are [CH3:1][O:2][C:3]1[C:8]([N+:9]([O-:11])=[O:10])=[CH:7][CH:6]=[CH:5][C:4]=1B1OC(C)(C)C(C)(C)O1.Br[C:22]1[CH:23]=[C:24]([C:27]([OH:29])=[O:28])[O:25][CH:26]=1.C(=O)([O-])[O-].[K+].[K+].Cl. The catalyst is O1CCOCC1.O.C1C=CC([P]([Pd]([P](C2C=CC=CC=2)(C2C=CC=CC=2)C2C=CC=CC=2)([P](C2C=CC=CC=2)(C2C=CC=CC=2)C2C=CC=CC=2)[P](C2C=CC=CC=2)(C2C=CC=CC=2)C2C=CC=CC=2)(C2C=CC=CC=2)C2C=CC=CC=2)=CC=1. The product is [N+:9]([C:8]1[C:3]([O:2][CH3:1])=[C:4]([C:22]2[CH:23]=[C:24]([C:27]([OH:29])=[O:28])[O:25][CH:26]=2)[CH:5]=[CH:6][CH:7]=1)([O-:11])=[O:10]. The yield is 0.907.